From a dataset of Catalyst prediction with 721,799 reactions and 888 catalyst types from USPTO. Predict which catalyst facilitates the given reaction. (1) Reactant: [C:1]([O:5][C:6](=[O:38])[NH:7][C:8]1([C:16]#[C:17][C:18]2[CH:23]=[CH:22][C:21]([O:24][CH:25]([CH3:27])[CH3:26])=[C:20]([C:28]34[CH2:37][CH:32]5[CH2:33][CH:34]([CH2:36][CH:30]([CH2:31]5)[CH2:29]3)[CH2:35]4)[CH:19]=2)[CH2:13][O:12][C:11]([CH3:15])([CH3:14])[O:10][CH2:9]1)([CH3:4])([CH3:3])[CH3:2]. The catalyst class is: 50. Product: [C:1]([O:5][C:6](=[O:38])[NH:7][C:8]1([CH2:16][CH2:17][C:18]2[CH:23]=[CH:22][C:21]([O:24][CH:25]([CH3:27])[CH3:26])=[C:20]([C:28]34[CH2:37][CH:32]5[CH2:33][CH:34]([CH2:36][CH:30]([CH2:31]5)[CH2:29]3)[CH2:35]4)[CH:19]=2)[CH2:13][O:12][C:11]([CH3:14])([CH3:15])[O:10][CH2:9]1)([CH3:3])([CH3:4])[CH3:2]. (2) Reactant: C(N(CC)CC)C.[C:8]1([CH3:18])[CH:13]=[CH:12][C:11]([S:14](Cl)(=[O:16])=[O:15])=[CH:10][CH:9]=1.[Cl:19][C:20]1[CH:21]=[C:22]2[C:26](=[CH:27][CH:28]=1)[N:25]([CH2:29][C:30]1[CH:35]=[CH:34][C:33]([O:36][CH3:37])=[CH:32][C:31]=1[O:38][CH3:39])[C:24](=[O:40])[C:23]2([C:42]1[CH:47]=[C:46]([CH2:48][O:49][CH2:50][CH2:51][OH:52])[CH:45]=[CH:44][C:43]=1[Cl:53])[CH3:41]. Product: [Cl:19][C:20]1[CH:21]=[C:22]2[C:26](=[CH:27][CH:28]=1)[N:25]([CH2:29][C:30]1[CH:35]=[CH:34][C:33]([O:36][CH3:37])=[CH:32][C:31]=1[O:38][CH3:39])[C:24](=[O:40])[C:23]2([C:42]1[CH:47]=[C:46]([CH2:48][O:49][CH2:50][CH2:51][O:52][S:14]([C:11]2[CH:12]=[CH:13][C:8]([CH3:18])=[CH:9][CH:10]=2)(=[O:16])=[O:15])[CH:45]=[CH:44][C:43]=1[Cl:53])[CH3:41]. The catalyst class is: 7.